Dataset: Full USPTO retrosynthesis dataset with 1.9M reactions from patents (1976-2016). Task: Predict the reactants needed to synthesize the given product. (1) Given the product [F:20][C:21]1[CH:22]=[C:23]([C:24]([N:8]2[CH2:9][CH2:10][C:11]3[C:12]4[C:17](=[CH:16][CH:15]=[CH:14][CH:13]=4)[NH:18][C:19]=3[CH:7]2[C:1]2[CH:2]=[CH:3][CH:4]=[CH:5][CH:6]=2)=[O:25])[CH:27]=[CH:28][C:29]=1[F:30], predict the reactants needed to synthesize it. The reactants are: [C:1]1([CH:7]2[C:19]3[NH:18][C:17]4[C:12](=[CH:13][CH:14]=[CH:15][CH:16]=4)[C:11]=3[CH2:10][CH2:9][NH:8]2)[CH:6]=[CH:5][CH:4]=[CH:3][CH:2]=1.[F:20][C:21]1[CH:22]=[C:23]([CH:27]=[CH:28][C:29]=1[F:30])[C:24](Cl)=[O:25]. (2) Given the product [Cl:1][C:2]1[CH:3]=[C:4]([CH:8]=[C:9]([Cl:12])[C:10]=1[F:11])[C:5]([Cl:15])=[O:6], predict the reactants needed to synthesize it. The reactants are: [Cl:1][C:2]1[CH:3]=[C:4]([CH:8]=[C:9]([Cl:12])[C:10]=1[F:11])[C:5](O)=[O:6].S(Cl)([Cl:15])=O.